Dataset: Experimentally validated miRNA-target interactions with 360,000+ pairs, plus equal number of negative samples. Task: Binary Classification. Given a miRNA mature sequence and a target amino acid sequence, predict their likelihood of interaction. (1) The miRNA is hsa-miR-374a-3p with sequence CUUAUCAGAUUGUAUUGUAAUU. The protein sequence of the target gene is MSQTGSHPGRGLAGRWLWGAQPCLLLPIVPLSWLVWLLLLLLASLLPSARLASPLPREEEIVFPEKLNGSVLPGSGAPARLLCRLQAFGETLLLELEQDSGVQVEGLTVQYLGQAPELLGGAEPGTYLTGTINGDPESVASLHWDGGALLGVLQYRGAELHLQPLEGGTPNSAGGPGAHILRRKSPASGQGPMCNVKAPLGSPSPRPRRAKRFASLSRFVETLVVADDKMAAFHGAGLKRYLLTVMAAAAKAFKHPSIRNPVSLVVTRLVILGSGEEGPQVGPSAAQTLRSFCAWQRGLN.... Result: 0 (no interaction). (2) The miRNA is hsa-miR-4677-5p with sequence UUGUUCUUUGGUCUUUCAGCCA. The protein sequence of the target gene is MEGQDEVSAREQHFHSQVRESTICFLLFAILYVVSYFIITRYKRKSDEQEDEDAIVNRISLFLSTFTLAVSAGAVLLLPFSIISNEILLSFPQNYYIQWLNGSLIHGLWNLASLFSNLCLFVLMPFAFFFLESEGFAGLKKGIRARILETLVMLLLLALLILGIVWVASALIDNDAASMESLYDLWEFYLPYLYSCISLMGCLLLLLCTPVGLSRMFTVMGQLLVKPTILEDLDEQIYIITLEEEALQRRLNGLSSSVEYNIMELEQELENVKTLKTKLERRKKASAWERNLVYPAVMVL.... Result: 1 (interaction).